From a dataset of Forward reaction prediction with 1.9M reactions from USPTO patents (1976-2016). Predict the product of the given reaction. Given the reactants [CH3:1][C:2]1[CH:22]=[CH:21][C:5]([CH2:6][NH:7][C:8](=[O:20])[CH2:9][CH2:10][C:11]2[CH:16]=[CH:15][C:14]([OH:17])=[C:13]([O:18][CH3:19])[CH:12]=2)=[CH:4][CH:3]=1.Br[CH2:24][C:25]#[C:26][CH3:27], predict the reaction product. The product is: [CH3:1][C:2]1[CH:3]=[CH:4][C:5]([CH2:6][NH:7][C:8](=[O:20])[CH2:9][CH2:10][C:11]2[CH:16]=[CH:15][C:14]([O:17][CH2:24][C:25]#[C:26][CH3:27])=[C:13]([O:18][CH3:19])[CH:12]=2)=[CH:21][CH:22]=1.